From a dataset of Forward reaction prediction with 1.9M reactions from USPTO patents (1976-2016). Predict the product of the given reaction. (1) The product is: [NH2:8][C:5]1[C:4]([NH:9][C:23]([C@@H:18]2[CH2:19][C@H:20]([CH3:22])[CH2:21][N:17]2[C:15]([O:14][C:10]([CH3:11])([CH3:13])[CH3:12])=[O:16])=[O:24])=[CH:3][C:2]([Br:1])=[CH:7][N:6]=1. Given the reactants [Br:1][C:2]1[CH:3]=[C:4]([NH2:9])[C:5]([NH2:8])=[N:6][CH:7]=1.[C:10]([O:14][C:15]([N:17]1[CH2:21][C@@H:20]([CH3:22])[CH2:19][C@H:18]1[C:23](O)=[O:24])=[O:16])([CH3:13])([CH3:12])[CH3:11].N1C(C)=CC(C)=CC=1C.CN(C(ON1N=NC2C=CC=NC1=2)=[N+](C)C)C.F[P-](F)(F)(F)(F)F, predict the reaction product. (2) Given the reactants [NH2:1][C:2]1[C:3]([Cl:18])=[N:4][C:5]2[C:10]([C:11]=1[NH:12][CH2:13][C:14]([CH3:17])([OH:16])[CH3:15])=[CH:9][CH:8]=[CH:7][CH:6]=2.C(N(CC)CC)C.[Cl-].Cl[C:28](Cl)=[N+:29]([CH3:33])[CH2:30][CH2:31][CH3:32], predict the reaction product. The product is: [Cl:18][C:3]1[C:2]2[N:1]=[C:28]([N:29]([CH3:33])[CH2:30][CH2:31][CH3:32])[N:12]([CH2:13][C:14]([CH3:15])([OH:16])[CH3:17])[C:11]=2[C:10]2[CH:9]=[CH:8][CH:7]=[CH:6][C:5]=2[N:4]=1. (3) Given the reactants Cl[C:2]([O:4][CH2:5][CH3:6])=[O:3].[NH:7]1[C:11]2[CH:12]=[CH:13][CH:14]=[CH:15][C:10]=2[N:9]=[C:8]1[NH:16][C:17]([C:19]1[N:20]=[CH:21][NH:22][C:23]=1[C:24]([NH:26][C:27]1[CH:32]=[CH:31][C:30]([O:33][CH:34]2[CH2:39][CH2:38][NH:37][CH2:36][CH2:35]2)=[CH:29][C:28]=1[CH3:40])=[O:25])=[O:18].C(N(C(C)C)CC)(C)C, predict the reaction product. The product is: [NH:7]1[C:11]2[CH:12]=[CH:13][CH:14]=[CH:15][C:10]=2[N:9]=[C:8]1[NH:16][C:17]([C:19]1[N:20]=[CH:21][NH:22][C:23]=1[C:24]([NH:26][C:27]1[CH:32]=[CH:31][C:30]([O:33][CH:34]2[CH2:39][CH2:38][N:37]([C:2]([O:4][CH2:5][CH3:6])=[O:3])[CH2:36][CH2:35]2)=[CH:29][C:28]=1[CH3:40])=[O:25])=[O:18]. (4) Given the reactants [CH:1]([C:10]([O:12][CH3:13])=[O:11])([C:6]([O:8][CH3:9])=[O:7])[CH:2]=[CH:3][CH2:4][CH3:5].CC1C(P(C2[C:34]([CH3:35])=CC=CC=2)C2C(C)=CC=CC=2)=CC=CC=1.[CH2:36]([N:38]([CH2:41]C)CC)[CH3:37].CN([CH:46]=[O:47])C, predict the reaction product. The product is: [CH3:46][O:47][C:36]1[N:38]=[CH:41][C:4]([C:3]([CH2:34][CH3:35])=[CH:2][CH:1]([C:10]([O:12][CH3:13])=[O:11])[C:6]([O:8][CH3:9])=[O:7])=[CH:5][CH:37]=1.